From a dataset of Reaction yield outcomes from USPTO patents with 853,638 reactions. Predict the reaction yield, written as a fraction of the theoretical maximum amount of product (1.0 means a 100% yield; for example, 0.34 means a 34% yield). (1) The reactants are [O:1]1[C:5]2[CH:6]=[CH:7][C:8]([CH2:10][CH2:11][NH:12][C:13]([C:15]3[CH:37]=[CH:36][C:18]([O:19][C:20]4[CH:29]=[C:28]5[C:23]([CH:24]([C:30]([O:32]CC)=[O:31])[CH2:25][CH2:26][O:27]5)=[CH:22][C:21]=4[Cl:35])=[CH:17][CH:16]=3)=[O:14])=[CH:9][C:4]=2[O:3][CH2:2]1.[OH-].[Na+].Cl.O1CC[CH2:43][CH:42]1CCO. The catalyst is C(OCC)(=O)C. The product is [CH2:42]([CH:26]1[CH2:25][CH:24]([C:30]([OH:32])=[O:31])[C:23]2[C:28](=[CH:29][C:20]([O:19][C:18]3[CH:36]=[CH:37][C:15]([C:13](=[O:14])[NH:12][CH2:11][CH2:10][C:8]4[CH:7]=[CH:6][C:5]5[O:1][CH2:2][O:3][C:4]=5[CH:9]=4)=[CH:16][CH:17]=3)=[C:21]([Cl:35])[CH:22]=2)[O:27]1)[CH3:43]. The yield is 0.992. (2) The reactants are [C-:1]#[N:2].[Na+].Cl[CH2:5][C:6]1[CH:11]=[C:10]([O:12][CH3:13])[C:9]([O:14][CH3:15])=[CH:8][C:7]=1[CH2:16][CH2:17][NH:18][C:19](=[O:24])[C:20]([F:23])([F:22])[F:21].O. The catalyst is CS(C)=O. The product is [C:1]([CH2:5][C:6]1[CH:11]=[C:10]([O:12][CH3:13])[C:9]([O:14][CH3:15])=[CH:8][C:7]=1[CH2:16][CH2:17][NH:18][C:19](=[O:24])[C:20]([F:23])([F:22])[F:21])#[N:2]. The yield is 0.510.